Dataset: Catalyst prediction with 721,799 reactions and 888 catalyst types from USPTO. Task: Predict which catalyst facilitates the given reaction. (1) Reactant: [C:1]([O:5][C:6]([NH:8][C@@H:9]([CH2:12][C:13]1[CH:18]=[CH:17][CH:16]=[CH:15][CH:14]=1)[CH2:10][OH:11])=[O:7])([CH3:4])([CH3:3])[CH3:2].C(N(CC)CC)C.[CH3:26][S:27](Cl)(=[O:29])=[O:28]. Product: [CH3:26][S:27]([O:11][CH2:10][C@@H:9]([NH:8][C:6]([O:5][C:1]([CH3:4])([CH3:2])[CH3:3])=[O:7])[CH2:12][C:13]1[CH:14]=[CH:15][CH:16]=[CH:17][CH:18]=1)(=[O:29])=[O:28]. The catalyst class is: 2. (2) Reactant: CON(C)[C:4](=[O:11])[C@@H:5]([NH:7][C:8](=[O:10])[O-:9])[CH3:6].[F:13][C:14]1[CH:19]=[CH:18][C:17]([Mg]Br)=[CH:16][CH:15]=1.O1[CH2:26][CH2:25][CH2:24]C1.[C:27](=O)([O-])O.[Na+]. Product: [F:13][C:14]1[CH:19]=[CH:18][C:17]([C:4](=[O:11])[C@@H:5]([NH:7][C:8](=[O:10])[O:9][C:25]([CH3:24])([CH3:26])[CH3:27])[CH3:6])=[CH:16][CH:15]=1. The catalyst class is: 7. (3) Reactant: CN(C)CCCN=C=NCC.OC1C2N=NNC=2C=CC=1.C(N(CC)C(C)C)(C)C.[C:31]([O:35][C:36]([N:38]1[CH2:42][C@@H:41]([C:43](=[O:53])[NH:44][C:45]2[CH:50]=[CH:49][CH:48]=[C:47]([C:51]#[N:52])[CH:46]=2)[C@H:40]([C:54]2[CH:59]=[CH:58][CH:57]=[C:56]([C:60](O)=[O:61])[CH:55]=2)[CH2:39]1)=[O:37])([CH3:34])([CH3:33])[CH3:32].[CH3:63][N:64]1[CH2:69][CH2:68][C:67]2[N:70]=[C:71]([NH2:73])[S:72][C:66]=2[CH2:65]1. Product: [C:31]([O:35][C:36]([N:38]1[CH2:39][C@@H:40]([C:54]2[CH:59]=[CH:58][CH:57]=[C:56]([C:60](=[O:61])[NH:73][C:71]3[S:72][C:66]4[CH2:65][N:64]([CH3:63])[CH2:69][CH2:68][C:67]=4[N:70]=3)[CH:55]=2)[C@H:41]([C:43](=[O:53])[NH:44][C:45]2[CH:50]=[CH:49][CH:48]=[C:47]([C:51]#[N:52])[CH:46]=2)[CH2:42]1)=[O:37])([CH3:33])([CH3:34])[CH3:32]. The catalyst class is: 287. (4) Reactant: BrC1[CH:3]=[C:4]2[C:9]3=[C:10]([CH2:12][CH2:13][N:8]3[C:7](=[O:14])[CH:6]=[C:5]2[C:15]2[CH:20]=[CH:19][CH:18]=[C:17]([Cl:21])[CH:16]=2)[CH:11]=1.Cl.[CH3:23][O:24][NH:25][CH3:26].C(N(CC)CC)C.C(Cl)Cl.[O:37]1[CH2:42][CH2:41]OCC1. Product: [Cl:21][C:17]1[CH:16]=[C:15]([C:5]2[C:4]3[C:9]4=[C:10]([CH2:12][CH2:13][N:8]4[C:7](=[O:14])[CH:6]=2)[CH:11]=[C:41]([C:42]([N:25]([O:24][CH3:23])[CH3:26])=[O:37])[CH:3]=3)[CH:20]=[CH:19][CH:18]=1. The catalyst class is: 73. (5) Reactant: [Br:1][C:2]1[CH:3]=[C:4]([CH:15]=[CH:16][CH:17]=1)[CH2:5][C:6]1[N:7]=[C:8]([C:12]([OH:14])=O)[O:9][C:10]=1[CH3:11].CCN=C=NCCCN(C)C.Cl.C1C=CC2N(O)N=NC=2C=1.O[NH:41][C:42](=[NH:54])[C:43]1[CH:48]=[CH:47][C:46]([O:49][C:50]([F:53])([F:52])[F:51])=[CH:45][CH:44]=1. Product: [Br:1][C:2]1[CH:3]=[C:4]([CH:15]=[CH:16][CH:17]=1)[CH2:5][C:6]1[N:7]=[C:8]([C:12]2[O:14][N:54]=[C:42]([C:43]3[CH:44]=[CH:45][C:46]([O:49][C:50]([F:51])([F:52])[F:53])=[CH:47][CH:48]=3)[N:41]=2)[O:9][C:10]=1[CH3:11]. The catalyst class is: 18. (6) Reactant: [N:1]12[CH2:8][CH2:7][C:4]([C:9]([C:19]3[CH:24]=[CH:23][CH:22]=[C:21]([O:25][CH3:26])[CH:20]=3)([C:11]3[CH:16]=[CH:15][CH:14]=[C:13]([O:17][CH3:18])[CH:12]=3)[OH:10])([CH2:5][CH2:6]1)[CH2:3][CH2:2]2.[C:27]1([O:33][CH2:34][CH2:35][CH2:36][Br:37])[CH:32]=[CH:31][CH:30]=[CH:29][CH:28]=1. Product: [Br-:37].[OH:10][C:9]([C:19]1[CH:24]=[CH:23][CH:22]=[C:21]([O:25][CH3:26])[CH:20]=1)([C:11]1[CH:16]=[CH:15][CH:14]=[C:13]([O:17][CH3:18])[CH:12]=1)[C:4]12[CH2:5][CH2:6][N+:1]([CH2:36][CH2:35][CH2:34][O:33][C:27]3[CH:32]=[CH:31][CH:30]=[CH:29][CH:28]=3)([CH2:2][CH2:3]1)[CH2:8][CH2:7]2. The catalyst class is: 23. (7) Reactant: [F:1][C:2]1[CH:7]=[CH:6][C:5]([C:8]2[N:12]=[N:11][N:10]([CH3:13])[C:9]=2[CH2:14][O:15][C:16]2[CH:24]=[CH:23][C:19]([C:20]([OH:22])=O)=[CH:18][N:17]=2)=[CH:4][CH:3]=1.CN(C(O[N:33]1N=N[C:35]2C=CC=[CH:39][C:34]1=2)=[N+](C)C)C.[B-](F)(F)(F)F.CCN(C(C)C)C(C)C.NC1CCOCC1. Product: [F:1][C:2]1[CH:7]=[CH:6][C:5]([C:8]2[N:12]=[N:11][N:10]([CH3:13])[C:9]=2[CH2:14][O:15][C:16]2[CH:24]=[CH:23][C:19]([C:20]([NH:33][CH:34]([CH3:39])[CH3:35])=[O:22])=[CH:18][N:17]=2)=[CH:4][CH:3]=1. The catalyst class is: 3.